From a dataset of Forward reaction prediction with 1.9M reactions from USPTO patents (1976-2016). Predict the product of the given reaction. Given the reactants OC[CH:3]1[CH2:8][CH2:7][CH:6]([C:9]([NH:11][CH:12]([CH3:14])[CH3:13])=[O:10])[CH2:5][CH2:4]1.[H-].[Na+].[N+:17]([C:20]1[CH:27]=[CH:26][CH:25]=[C:24]([N+]([O-])=O)[C:21]=1[C:22]#[N:23])([O-:19])=[O:18].C1C[O:34][CH2:33]C1, predict the reaction product. The product is: [C:22]([C:21]1[C:20]([N+:17]([O-:19])=[O:18])=[CH:27][CH:26]=[CH:25][C:24]=1[O:34][CH2:33][C:6]1([C:9]([NH:11][CH:12]([CH3:13])[CH3:14])=[O:10])[CH2:5][CH2:4][CH2:3][CH2:8][CH2:7]1)#[N:23].